Dataset: Forward reaction prediction with 1.9M reactions from USPTO patents (1976-2016). Task: Predict the product of the given reaction. (1) Given the reactants [CH2:1]([NH2:4])[CH2:2][CH3:3].[NH:5]1[C:13]2[C:8](=[CH:9][C:10]([NH:14][CH:15]3[CH2:20][CH2:19][CH2:18][N:17]([CH:21]([C:25]4[CH:30]=[CH:29][CH:28]=[CH:27][CH:26]=4)[C:22](O)=[O:23])[CH2:16]3)=[CH:11][CH:12]=2)[CH:7]=[N:6]1.Cl.C(N=C=NCCCN(C)C)C.ON1C2C=CC=CC=2N=N1.CN(C1C=CC=CN=1)C.C(=O)([O-])O.[Na+], predict the reaction product. The product is: [CH2:1]([NH:4][C:22](=[O:23])[CH:21]([N:17]1[CH2:18][CH2:19][CH2:20][CH:15]([NH:14][C:10]2[CH:9]=[C:8]3[C:13](=[CH:12][CH:11]=2)[NH:5][N:6]=[CH:7]3)[CH2:16]1)[C:25]1[CH:30]=[CH:29][CH:28]=[CH:27][CH:26]=1)[CH2:2][CH3:3]. (2) Given the reactants [C:1]([O:5][C:6](=[O:36])[C@@H:7]([CH2:29][C:30]1[CH:35]=[CH:34][CH:33]=[CH:32][CH:31]=1)[NH:8][C:9](=[O:28])[C:10](=[C:15]([C:22]1[CH:27]=[CH:26][CH:25]=[CH:24][CH:23]=1)[C:16]1[CH:21]=[CH:20][CH:19]=[CH:18][CH:17]=1)[NH:11]NC#C)([CH3:4])([CH3:3])[CH3:2].[NH:37]([CH2:40][CH3:41])[CH2:38][CH3:39].I[C:43]1[CH:48]=CC=C[CH:44]=1.[CH3:49]N(C=O)C, predict the reaction product. The product is: [C:1]([O:5][C:6](=[O:36])[C@@H:7]([CH2:29][C:30]1[CH:31]=[CH:32][CH:33]=[CH:34][CH:35]=1)[NH:8][C:9](=[O:28])[C:10](=[C:15]([C:22]1[CH:23]=[CH:24][CH:25]=[CH:26][CH:27]=1)[C:16]1[CH:17]=[CH:18][CH:19]=[CH:20][CH:21]=1)[N:11]([C:38]1[CH:39]=[CH:49][CH:41]=[CH:40][N:37]=1)[CH2:48][C:43]#[CH:44])([CH3:3])([CH3:2])[CH3:4]. (3) Given the reactants [OH:1][C:2]1[CH:7]=[CH:6][C:5]([C:8]([C:11]2[CH:16]=[CH:15][C:14]([OH:17])=[CH:13][CH:12]=2)([CH3:10])[CH3:9])=[CH:4][CH:3]=1.C[N+](C)(C)C.[OH-:23].[OH-:24].[Na+].[N+]([O-])([O-])=O.[Ag+:30], predict the reaction product. The product is: [CH3:10][C:8]([C:5]1[CH:6]=[CH:7][C:2]([OH:1])=[CH:3][CH:4]=1)([C:11]1[CH:12]=[CH:13][C:14]([OH:17])=[CH:15][CH:16]=1)[CH3:9].[C:14]([OH:17])([OH:24])=[O:23].[Ag:30]. (4) Given the reactants [Br-].Cl[C:3]1[C:12]2[C:7](=[CH:8][CH:9]=[CH:10][C:11]=2[CH2:13][N+:14]([CH2:19][CH3:20])([CH2:17][CH3:18])CC)[N:6]=[CH:5][N:4]=1.[CH3:21][O:22][C:23]1[CH:24]=[C:25]([CH:27]=[CH:28][CH:29]=1)[NH2:26].CC(O[C:35]([NH:37]C1CCNCC1)=O)(C)C, predict the reaction product. The product is: [NH2:37][CH:35]1[CH2:18][CH2:17][N:14]([CH2:13][C:11]2[CH:10]=[CH:9][CH:8]=[C:7]3[C:12]=2[C:3]([NH:26][C:25]2[CH:27]=[CH:28][CH:29]=[C:23]([O:22][CH3:21])[CH:24]=2)=[N:4][CH:5]=[N:6]3)[CH2:19][CH2:20]1. (5) Given the reactants [Cl:1][C:2]1[CH:7]=[CH:6][C:5]([NH:8][C:9]([N:11]2[C:15]3[CH:16]=[CH:17][C:18]([OH:20])=[CH:19][C:14]=3[O:13][CH2:12]2)=[O:10])=[CH:4][C:3]=1[C:21]([F:24])([F:23])[F:22].[Cl:25][C:26]1[N:31]=[C:30](Cl)[CH:29]=[CH:28][N:27]=1.[O-]P([O-])([O-])=O.[K+].[K+].[K+], predict the reaction product. The product is: [Cl:1][C:2]1[CH:7]=[CH:6][C:5]([NH:8][C:9]([N:11]2[C:15]3[CH:16]=[CH:17][C:18]([O:20][C:28]4[CH:29]=[CH:30][N:31]=[C:26]([Cl:25])[N:27]=4)=[CH:19][C:14]=3[O:13][CH2:12]2)=[O:10])=[CH:4][C:3]=1[C:21]([F:22])([F:24])[F:23]. (6) Given the reactants [H-].[Na+].P([CH2:7][C:8]([O:10][CH2:11][CH3:12])=[O:9])(O)(O)=O.[Br:13][C:14]1[CH:15]=[C:16]([CH:21]=O)[CH:17]=[N:18][C:19]=1[CH3:20].O, predict the reaction product. The product is: [Br:13][C:14]1[CH:15]=[C:16](/[CH:21]=[CH:7]/[C:8]([O:10][CH2:11][CH3:12])=[O:9])[CH:17]=[N:18][C:19]=1[CH3:20]. (7) Given the reactants [Cl:1][C:2]1[CH:51]=[CH:50][C:5]([O:6][CH2:7][C:8]2[N:12]([CH2:13][CH2:14][CH2:15][CH:16]3[CH2:21][CH2:20][CH2:19][N:18](C(OC(C)(C)C)=O)[CH2:17]3)[C:11]3[CH:29]=[CH:30][CH:31]=[C:32]([O:33][CH2:34][CH2:35][CH2:36][CH:37]4[CH2:42][CH2:41][CH2:40][N:39](C(OC(C)(C)C)=O)[CH2:38]4)[C:10]=3[N:9]=2)=[CH:4][CH:3]=1.FC(F)(F)C(O)=O, predict the reaction product. The product is: [Cl:1][C:2]1[CH:3]=[CH:4][C:5]([O:6][CH2:7][C:8]2[N:12]([CH2:13][CH2:14][CH2:15][CH:16]3[CH2:21][CH2:20][CH2:19][NH:18][CH2:17]3)[C:11]3[CH:29]=[CH:30][CH:31]=[C:32]([O:33][CH2:34][CH2:35][CH2:36][CH:37]4[CH2:42][CH2:41][CH2:40][NH:39][CH2:38]4)[C:10]=3[N:9]=2)=[CH:50][CH:51]=1. (8) Given the reactants Br[C:2]1[N:7]=[C:6]([C:8]([O:10][CH3:11])=[O:9])[CH:5]=[CH:4][CH:3]=1.C([Si]([O:19][C:20]1[CH:25]=[C:24]([F:26])[C:23](B2OC(C)(C)C(C)(C)O2)=[C:22]([F:36])[CH:21]=1)(C)C)(C)(C)C, predict the reaction product. The product is: [F:26][C:24]1[CH:25]=[C:20]([OH:19])[CH:21]=[C:22]([F:36])[C:23]=1[C:2]1[N:7]=[C:6]([C:8]([O:10][CH3:11])=[O:9])[CH:5]=[CH:4][CH:3]=1.